This data is from Full USPTO retrosynthesis dataset with 1.9M reactions from patents (1976-2016). The task is: Predict the reactants needed to synthesize the given product. (1) Given the product [CH3:34][O:35][CH2:36][CH2:37][C:38]1[N:12]([CH2:13][CH2:14][O:15][CH2:16][CH2:17][N:18]([CH3:26])[C:19](=[O:25])[O:20][C:21]([CH3:22])([CH3:23])[CH3:24])[C:11]2[C:10]3[CH:9]=[CH:8][CH:7]=[CH:6][C:5]=3[N:4]=[CH:3][C:2]=2[N:1]=1, predict the reactants needed to synthesize it. The reactants are: [NH2:1][C:2]1[CH:3]=[N:4][C:5]2[C:10]([C:11]=1[NH:12][CH2:13][CH2:14][O:15][CH2:16][CH2:17][N:18]([CH3:26])[C:19](=[O:25])[O:20][C:21]([CH3:24])([CH3:23])[CH3:22])=[CH:9][CH:8]=[CH:7][CH:6]=2.C(N(CC)CC)C.[CH3:34][O:35][CH2:36][CH2:37][C:38](Cl)=O.C. (2) Given the product [CH3:11][O:12][C:13]1[CH:14]=[CH:15][C:16]([C:19]2[N:20]=[C:21]([CH2:24][CH2:25][CH2:26][CH2:27][CH2:28][CH2:29][CH:30]=[O:31])[S:22][CH:23]=2)=[CH:17][CH:18]=1, predict the reactants needed to synthesize it. The reactants are: CS(C)=O.C(Cl)(=O)C(Cl)=O.[CH3:11][O:12][C:13]1[CH:18]=[CH:17][C:16]([C:19]2[N:20]=[C:21]([CH2:24][CH2:25][CH2:26][CH2:27][CH2:28][CH2:29][CH2:30][OH:31])[S:22][CH:23]=2)=[CH:15][CH:14]=1.C(N(CC)CC)C. (3) Given the product [NH2:35][C:32]1[CH:33]=[CH:34][C:29]([N:24]([C:5]2[C:4]([CH:1]3[CH2:3][CH2:2]3)=[CH:23][C:8]3[C:9]([C:19]([NH:21][CH3:22])=[O:20])=[C:10]([C:12]4[CH:13]=[CH:14][C:15]([F:18])=[CH:16][CH:17]=4)[O:11][C:7]=3[CH:6]=2)[S:25]([CH3:28])(=[O:27])=[O:26])=[CH:30][C:31]=1[C:38]([F:41])([F:40])[F:39], predict the reactants needed to synthesize it. The reactants are: [CH:1]1([C:4]2[C:5]([N:24]([C:29]3[CH:34]=[CH:33][C:32]([N+:35]([O-])=O)=[C:31]([C:38]([F:41])([F:40])[F:39])[CH:30]=3)[S:25]([CH3:28])(=[O:27])=[O:26])=[CH:6][C:7]3[O:11][C:10]([C:12]4[CH:17]=[CH:16][C:15]([F:18])=[CH:14][CH:13]=4)=[C:9]([C:19]([NH:21][CH3:22])=[O:20])[C:8]=3[CH:23]=2)[CH2:3][CH2:2]1. (4) The reactants are: [Br:1][C:2]1[CH:3]=[CH:4][C:5]2[O:14][C:13]3[C:12](=[O:15])[NH:11][C:10]([CH2:16]Cl)=[N:9][C:8]=3[C:6]=2[CH:7]=1.C(OC([N:25]1[CH2:30][CH2:29][C:28]2([CH2:35][CH2:34][NH:33][CH2:32][CH2:31]2)[CH2:27][CH2:26]1)=O)(C)(C)C.Cl. Given the product [Br:1][C:2]1[CH:3]=[CH:4][C:5]2[O:14][C:13]3[C:12](=[O:15])[NH:11][C:10]([CH2:16][N:25]4[CH2:30][CH2:29][C:28]5([CH2:35][CH2:34][NH:33][CH2:32][CH2:31]5)[CH2:27][CH2:26]4)=[N:9][C:8]=3[C:6]=2[CH:7]=1, predict the reactants needed to synthesize it. (5) Given the product [CH3:1][O:2][C:3]1[N:8]=[C:7]([C:9]([NH:33][NH:32][C:34]([O:36][C:37]([CH3:40])([CH3:39])[CH3:38])=[O:35])=[O:11])[CH:6]=[CH:5][CH:4]=1, predict the reactants needed to synthesize it. The reactants are: [CH3:1][O:2][C:3]1[N:8]=[C:7]([C:9]([OH:11])=O)[CH:6]=[CH:5][CH:4]=1.C(Cl)(=O)C(Cl)=O.CN(C=O)C.CCN(C(C)C)C(C)C.[NH:32]([C:34]([O:36][C:37]([CH3:40])([CH3:39])[CH3:38])=[O:35])[NH2:33]. (6) The reactants are: [CH2:1]([O:8][C:9]1[CH:23]=[C:22]([CH2:24][CH3:25])[CH:21]=[CH:20][C:10]=1[O:11][C:12]1[CH:17]=[CH:16][C:15]([OH:18])=[CH:14][C:13]=1[F:19])[C:2]1[CH:7]=[CH:6][CH:5]=[CH:4][CH:3]=1.C(=O)([O-])[O-].[K+].[K+].[Na+].[I-].Br[CH:35]([CH2:41][CH3:42])[C:36]([O:38][CH2:39][CH3:40])=[O:37].[OH-].C([N+](CCCC)(CCCC)CCCC)CCC.[NH4+].[Cl-]. Given the product [CH2:39]([O:38][C:36](=[O:37])[CH2:35][CH2:41][CH2:42][O:18][C:15]1[CH:16]=[CH:17][C:12]([O:11][C:10]2[CH:20]=[CH:21][C:22]([CH2:24][CH3:25])=[CH:23][C:9]=2[O:8][CH2:1][C:2]2[CH:3]=[CH:4][CH:5]=[CH:6][CH:7]=2)=[C:13]([F:19])[CH:14]=1)[CH3:40], predict the reactants needed to synthesize it.